Dataset: Full USPTO retrosynthesis dataset with 1.9M reactions from patents (1976-2016). Task: Predict the reactants needed to synthesize the given product. (1) Given the product [C:47]([C:33]1[C:34]2[S:38][C:37]([NH:39][C:40]([CH:42]3[CH2:43][CH2:44]3)=[O:41])=[N:36][C:35]=2[CH:45]=[CH:46][C:32]=1[O:31][C:30]1[CH:29]=[C:28]([NH:27][C:13]([C:5]2[CH:4]=[N:3][N:2]([CH3:1])[C:6]=2[C:7]2[CH:8]=[CH:9][CH:10]=[CH:11][CH:12]=2)=[O:15])[CH:51]=[CH:50][CH:49]=1)#[N:48], predict the reactants needed to synthesize it. The reactants are: [CH3:1][N:2]1[C:6]([C:7]2[CH:12]=[CH:11][CH:10]=[CH:9][CH:8]=2)=[C:5]([C:13]([OH:15])=O)[CH:4]=[N:3]1.C(Cl)(=O)C(Cl)=O.CN(C)C=O.[NH2:27][C:28]1[CH:29]=[C:30]([CH:49]=[CH:50][CH:51]=1)[O:31][C:32]1[CH:46]=[CH:45][C:35]2[N:36]=[C:37]([NH:39][C:40]([CH:42]3[CH2:44][CH2:43]3)=[O:41])[S:38][C:34]=2[C:33]=1[C:47]#[N:48]. (2) The reactants are: [C:1]([O:5][C:6]([NH:8][CH:9]1[CH2:12][N:11]([C:13]([O:15][CH2:16][C:17]2[CH:22]=[CH:21][CH:20]=[CH:19][CH:18]=2)=[O:14])[CH2:10]1)=[O:7])([CH3:4])([CH3:3])[CH3:2].[H-].[Na+].[CH2:25](I)[CH2:26][CH2:27][CH3:28].CN(C=O)C. Given the product [C:1]([O:5][C:6]([N:8]([CH2:25][CH2:26][CH2:27][CH3:28])[CH:9]1[CH2:10][N:11]([C:13]([O:15][CH2:16][C:17]2[CH:22]=[CH:21][CH:20]=[CH:19][CH:18]=2)=[O:14])[CH2:12]1)=[O:7])([CH3:4])([CH3:2])[CH3:3], predict the reactants needed to synthesize it. (3) Given the product [CH3:14][N:15]([CH3:35])[C:16]([C@@H:18]1[C@H:23]([NH:24][C:25]2[C:30]([Cl:31])=[CH:29][N:28]=[C:27]3[NH:32][C:7]([C:6]4[S:5][C:4]([N:9]5[CH2:13][CH2:12][CH2:11][CH2:10]5)=[N:3][C:2]=4[Cl:1])=[N:33][C:26]=23)[C@@H:22]2[CH2:34][C@H:19]1[CH:20]=[CH:21]2)=[O:17], predict the reactants needed to synthesize it. The reactants are: [Cl:1][C:2]1[N:3]=[C:4]([N:9]2[CH2:13][CH2:12][CH2:11][CH2:10]2)[S:5][C:6]=1[CH:7]=O.[CH3:14][N:15]([CH3:35])[C:16]([C@@H:18]1[C@H:23]([NH:24][C:25]2[C:30]([Cl:31])=[CH:29][N:28]=[C:27]([NH2:32])[C:26]=2[NH2:33])[C@@H:22]2[CH2:34][C@H:19]1[CH:20]=[CH:21]2)=[O:17].C([O-])(=O)C.[NH4+]. (4) Given the product [Br:3][C:4]1[CH:5]=[CH:6][C:7]([F:31])=[C:8]([C:10]2([CH3:18])[CH2:11][C:12]3([CH2:17][CH2:16][CH2:15][CH2:14][CH:13]3[I:1])[S:21][C:20]([NH:22][C:23](=[O:30])[C:24]3[CH:29]=[CH:28][CH:27]=[CH:26][CH:25]=3)=[N:19]2)[CH:9]=1, predict the reactants needed to synthesize it. The reactants are: [I:1]I.[Br:3][C:4]1[CH:5]=[CH:6][C:7]([F:31])=[C:8]([C:10]([NH:19][C:20]([NH:22][C:23](=[O:30])[C:24]2[CH:29]=[CH:28][CH:27]=[CH:26][CH:25]=2)=[S:21])([CH3:18])[CH2:11][C:12]2[CH2:17][CH2:16][CH2:15][CH2:14][CH:13]=2)[CH:9]=1. (5) Given the product [CH2:5]([S:9][C:10]1[C:11]([NH2:1])=[C:12]([N+:16]([O-:18])=[O:17])[CH:13]=[CH:14][CH:15]=1)[CH2:6][CH2:7][CH3:8], predict the reactants needed to synthesize it. The reactants are: [NH2:1]OC.Cl.[CH2:5]([S:9][C:10]1[CH:11]=[C:12]([N+:16]([O-:18])=[O:17])[CH:13]=[CH:14][CH:15]=1)[CH2:6][CH2:7][CH3:8].CC([O-])(C)C.[K+].